Dataset: Catalyst prediction with 721,799 reactions and 888 catalyst types from USPTO. Task: Predict which catalyst facilitates the given reaction. (1) Reactant: [OH:1]OS([O-])=O.[K+].[CH3:7][S:8][C:9]1[CH:16]=[CH:15][C:12]([C:13]#[N:14])=[CH:11][CH:10]=1.[OH2:17]. The catalyst class is: 5. Product: [CH3:7][S:8]([C:9]1[CH:16]=[CH:15][C:12]([C:13]#[N:14])=[CH:11][CH:10]=1)(=[O:1])=[O:17]. (2) Reactant: [C:1]([C:4]1[CH:9]=[CH:8][C:7]([O:10][CH2:11][O:12][CH3:13])=[C:6]([O:14][CH3:15])[CH:5]=1)([CH3:3])=[CH2:2]. Product: [CH:1]([C:4]1[CH:9]=[CH:8][C:7]([O:10][CH2:11][O:12][CH3:13])=[C:6]([O:14][CH3:15])[CH:5]=1)([CH3:3])[CH3:2]. The catalyst class is: 19.